This data is from Catalyst prediction with 721,799 reactions and 888 catalyst types from USPTO. The task is: Predict which catalyst facilitates the given reaction. (1) Reactant: [CH3:1][O:2][C:3]1[N:8]=[CH:7][N:6]=[C:5]([CH2:9][N:10]2[C:18]3[C:13](=[N:14][CH:15]=[CH:16][CH:17]=3)[C:12]([C:19]([OH:21])=O)=[CH:11]2)[C:4]=1[CH3:22].CCCP1(OP(CCC)(=O)OP(CCC)(=O)O1)=O.C(N(CC)CC)C.[CH:48]1([CH2:51][NH2:52])[CH2:50][CH2:49]1. Product: [CH:48]1([CH2:51][NH:52][C:19]([C:12]2[C:13]3=[N:14][CH:15]=[CH:16][CH:17]=[C:18]3[N:10]([CH2:9][C:5]3[C:4]([CH3:22])=[C:3]([O:2][CH3:1])[N:8]=[CH:7][N:6]=3)[CH:11]=2)=[O:21])[CH2:50][CH2:49]1. The catalyst class is: 34. (2) Reactant: [CH2:1]([NH:8][C:9]([C:11]1[C:19]2[C:18]3[CH:20]=[C:21]([N+:24]([O-])=O)[CH:22]=[CH:23][C:17]=3[O:16][C:15]=2[C:14]([O:27][CH3:28])=[CH:13][CH:12]=1)=[O:10])[C:2]1[CH:7]=[CH:6][CH:5]=[CH:4][CH:3]=1.Cl. Product: [CH2:1]([NH:8][C:9]([C:11]1[C:19]2[C:18]3[CH:20]=[C:21]([NH2:24])[CH:22]=[CH:23][C:17]=3[O:16][C:15]=2[C:14]([O:27][CH3:28])=[CH:13][CH:12]=1)=[O:10])[C:2]1[CH:3]=[CH:4][CH:5]=[CH:6][CH:7]=1. The catalyst class is: 186.